The task is: Predict the reaction yield, written as a fraction of the theoretical maximum amount of product (1.0 means a 100% yield; for example, 0.34 means a 34% yield).. This data is from Reaction yield outcomes from USPTO patents with 853,638 reactions. (1) The reactants are [OH:1][C:2]1[CH:7]=[CH:6][C:5]([C:8]2[CH:13]=[CH:12][C:11]([CH:14]([CH3:19])[C:15]([O:17]C)=[O:16])=[CH:10][C:9]=2[CH:20]([CH3:22])[CH3:21])=[CH:4][CH:3]=1.Br[CH2:24][C:25]1[C:30]([C:31]([O:33][C:34]([CH3:37])([CH3:36])[CH3:35])=[O:32])=[C:29]([O:38]C(OC(C)(C)C)=O)[C:28]([C:46]([F:49])([F:48])[F:47])=[CH:27][CH:26]=1. No catalyst specified. The product is [C:34]([O:33][C:31]([C:30]1[C:29]([OH:38])=[C:28]([C:46]([F:49])([F:47])[F:48])[CH:27]=[CH:26][C:25]=1[CH2:24][O:1][C:2]1[CH:3]=[CH:4][C:5]([C:8]2[CH:13]=[CH:12][C:11]([CH:14]([CH3:19])[C:15]([OH:17])=[O:16])=[CH:10][C:9]=2[CH:20]([CH3:22])[CH3:21])=[CH:6][CH:7]=1)=[O:32])([CH3:37])([CH3:36])[CH3:35]. The yield is 0.450. (2) The reactants are [O:1]=[C:2]1[C:7]2[CH:8]=[CH:9][C:10]([C:12]([OH:14])=O)=[CH:11][C:6]=2[S:5][C:4]([C:15]2[CH:20]=[CH:19][CH:18]=[CH:17][N:16]=2)=[N:3]1.[CH2:21]([NH2:25])[CH2:22][CH2:23][CH3:24]. The catalyst is O1CCCC1. The product is [CH2:21]([NH:25][C:12]([C:10]1[CH:9]=[CH:8][C:7]2[C:2](=[O:1])[N:3]=[C:4]([C:15]3[CH:20]=[CH:19][CH:18]=[CH:17][N:16]=3)[S:5][C:6]=2[CH:11]=1)=[O:14])[CH2:22][CH2:23][CH3:24]. The yield is 0.500. (3) The reactants are Br[C:2]1[CH:3]=[C:4]2[C:9](=[CH:10][CH:11]=1)[N:8]=[CH:7][N:6]=[C:5]2[C:12]1[CH:13]=[C:14]([CH:26]=[C:27]([F:29])[CH:28]=1)[C:15]([N:17]1[CH2:22][CH2:21][N:20]([C:23](=[O:25])[CH3:24])[CH2:19][CH2:18]1)=[O:16].[CH3:30][O:31][C:32]1[N:37]=[CH:36][C:35](B(O)O)=[CH:34][CH:33]=1.[O-]P([O-])([O-])=O.[K+].[K+].[K+]. The catalyst is Cl[Pd](Cl)([P](C1C=CC=CC=1)(C1C=CC=CC=1)C1C=CC=CC=1)[P](C1C=CC=CC=1)(C1C=CC=CC=1)C1C=CC=CC=1. The product is [F:29][C:27]1[CH:26]=[C:14]([CH:13]=[C:12]([C:5]2[C:4]3[C:9](=[CH:10][CH:11]=[C:2]([C:35]4[CH:36]=[N:37][C:32]([O:31][CH3:30])=[CH:33][CH:34]=4)[CH:3]=3)[N:8]=[CH:7][N:6]=2)[CH:28]=1)[C:15]([N:17]1[CH2:18][CH2:19][N:20]([C:23](=[O:25])[CH3:24])[CH2:21][CH2:22]1)=[O:16]. The yield is 0.410.